The task is: Predict the product of the given reaction.. This data is from Forward reaction prediction with 1.9M reactions from USPTO patents (1976-2016). (1) Given the reactants [CH2:1]([N:8]1[N:17]=[C:16](Cl)[C:15]2[C:10](=[CH:11][CH:12]=[CH:13][CH:14]=2)[C:9]1=[O:19])[C:2]1[CH:7]=[CH:6][CH:5]=[CH:4][CH:3]=1.[CH3:20][O:21][C:22]1[CH:27]=[C:26](B2OC(C)(C)C(C)(C)O2)[CH:25]=[CH:24][C:23]=1[OH:37].C([O-])([O-])=O.[Na+].[Na+], predict the reaction product. The product is: [CH2:1]([N:8]1[N:17]=[C:16]([C:26]2[CH:25]=[CH:24][C:23]([OH:37])=[C:22]([O:21][CH3:20])[CH:27]=2)[C:15]2[C:10](=[CH:11][CH:12]=[CH:13][CH:14]=2)[C:9]1=[O:19])[C:2]1[CH:7]=[CH:6][CH:5]=[CH:4][CH:3]=1. (2) The product is: [CH3:6][O:5][C:3](=[O:4])[CH2:2][C:7](=[O:8])[CH2:9][S:18][C:14]1[CH:15]=[CH:16][CH:17]=[C:12]([O:11][CH3:10])[CH:13]=1. Given the reactants Cl[CH:2]([C:7]([CH3:9])=[O:8])[C:3]([O:5][CH3:6])=[O:4].[CH3:10][O:11][C:12]1[CH:13]=[C:14]([SH:18])[CH:15]=[CH:16][CH:17]=1.C(=O)([O-])[O-].[Cs+].[Cs+], predict the reaction product. (3) Given the reactants [CH2:1]([NH2:4])[CH2:2][CH3:3].[Br:5][C:6]1[N:7]=[C:8]([C:15]([C:17]2[CH:18]=[CH:19][C:20]3[N:25]=[C:24]([CH3:26])[O:23][C:22](=O)[C:21]=3[CH:28]=2)=[O:16])[N:9]2[CH:14]=[CH:13][CH:12]=[CH:11][C:10]=12.C(=O)([O-])[O-].[Na+].[Na+], predict the reaction product. The product is: [Br:5][C:6]1[N:7]=[C:8]([C:15]([C:17]2[CH:28]=[C:21]3[C:20](=[CH:19][CH:18]=2)[N:25]=[C:24]([CH3:26])[N:4]([CH2:1][CH2:2][CH3:3])[C:22]3=[O:23])=[O:16])[N:9]2[CH:14]=[CH:13][CH:12]=[CH:11][C:10]=12. (4) Given the reactants [C:1]([C:3]1([NH:6][C:7]([C@@H:9]2[CH2:13][C@@H:12]([S:14]([C:17]3[CH:22]=[CH:21][C:20](F)=[CH:19][C:18]=3[Cl:24])(=[O:16])=[O:15])[CH2:11][C@H:10]2[C:25]([N:27]2[CH2:31][CH2:30][C:29]([F:33])([F:32])[CH2:28]2)=[O:26])=[O:8])[CH2:5][CH2:4]1)#[N:2].[F:34][C:35]([F:40])([F:39])[C@@H:36]([OH:38])[CH3:37], predict the reaction product. The product is: [C:1]([C:3]1([NH:6][C:7]([C@@H:9]2[CH2:13][C@@H:12]([S:14]([C:17]3[CH:22]=[CH:21][C:20]([O:38][C@@H:36]([CH3:37])[C:35]([F:40])([F:39])[F:34])=[CH:19][C:18]=3[Cl:24])(=[O:16])=[O:15])[CH2:11][C@H:10]2[C:25]([N:27]2[CH2:31][CH2:30][C:29]([F:33])([F:32])[CH2:28]2)=[O:26])=[O:8])[CH2:4][CH2:5]1)#[N:2]. (5) Given the reactants [CH3:1][C:2]1[CH2:7][CH2:6][CH:5]([CH3:8])[C:4]([CH3:10])([CH3:9])[C:3]=1[CH:11]=[O:12].[CH2:13]1[CH2:18]CCCC1.C1(C)C=CC(S(O)(=O)=[O:26])=CC=1, predict the reaction product. The product is: [CH3:1][C:2]1[CH2:7][CH2:6][CH:5]([CH3:8])[C:4]([CH3:10])([CH3:9])[C:3]=1[CH:11]1[O:26][CH2:13][CH2:18][O:12]1. (6) Given the reactants C([Si]([O:18][CH2:19][CH2:20][CH2:21][CH:22]([C:25]1[CH:30]=[CH:29][C:28]([Cl:31])=[CH:27][CH:26]=1)[O:23][CH3:24])(C1C=CC=CC=1)C1C=CC=CC=1)(C)(C)C.CCCC[N+](CCCC)(CCCC)CCCC.[F-], predict the reaction product. The product is: [Cl:31][C:28]1[CH:27]=[CH:26][C:25]([CH:22]([O:23][CH3:24])[CH2:21][CH2:20][CH2:19][OH:18])=[CH:30][CH:29]=1. (7) Given the reactants N[C:2]1[N:7]=[C:6](N[C@H](C2N(C3C=CC=CC=3)C(=O)C3C(C=2)=CC=CC=3C2C=CN=C(OC)C=2)C)[C:5]([C:36]([OH:38])=O)=[CH:4][N:3]=1.[CH2:39]([N:41]=[C:42]=NCCCN(C)C)C.OC1C2N=NNC=2C=CC=1.CNC.C(N(CC)C(C)C)(C)C, predict the reaction product. The product is: [CH3:39][N:41]([CH3:42])[C:36]([C:5]1[CH:6]=[N:7][CH:2]=[N:3][CH:4]=1)=[O:38]. (8) Given the reactants Br[C:2]1[S:3][C:4]2[C:10]([C:11]3[CH:16]=[CH:15][C:14]([Cl:17])=[CH:13][CH:12]=3)=[C:9]([C@H:18]([O:24][C:25]([CH3:28])([CH3:27])[CH3:26])[C:19]([O:21][CH2:22][CH3:23])=[O:20])[C:8]([CH3:29])=[CH:7][C:5]=2[N:6]=1.[CH3:30][N:31]1[C:39]2[C:34](=[CH:35][CH:36]=[C:37]([Sn](CCCC)(CCCC)CCCC)[CH:38]=2)[C:33](=[O:53])[N:32]1[CH3:54].[Li+].[Cl-], predict the reaction product. The product is: [C:25]([O:24][C@@H:18]([C:9]1[C:8]([CH3:29])=[CH:7][C:5]2[N:6]=[C:2]([C:37]3[CH:38]=[C:39]4[C:34]([C:33](=[O:53])[N:32]([CH3:54])[N:31]4[CH3:30])=[CH:35][CH:36]=3)[S:3][C:4]=2[C:10]=1[C:11]1[CH:16]=[CH:15][C:14]([Cl:17])=[CH:13][CH:12]=1)[C:19]([O:21][CH2:22][CH3:23])=[O:20])([CH3:28])([CH3:27])[CH3:26]. (9) The product is: [CH3:43][C:29]1[N:28]=[CH:33][C:32]([C:2]2[N:3]=[C:4]([N:22]3[CH2:27][CH2:26][O:25][CH2:24][CH2:23]3)[C:5]3[S:10][C:9]([CH2:11][N:12]4[CH2:17][CH2:16][N:15]([S:18]([CH3:21])(=[O:20])=[O:19])[CH2:14][CH2:13]4)=[CH:8][C:6]=3[N:7]=2)=[CH:31][CH:30]=1. Given the reactants Cl[C:2]1[N:3]=[C:4]([N:22]2[CH2:27][CH2:26][O:25][CH2:24][CH2:23]2)[C:5]2[S:10][C:9]([CH2:11][N:12]3[CH2:17][CH2:16][N:15]([S:18]([CH3:21])(=[O:20])=[O:19])[CH2:14][CH2:13]3)=[CH:8][C:6]=2[N:7]=1.[N:28]1[CH:33]=[C:32](B2OC(C)(C)C(C)(C)O2)[CH:31]=[CH:30][C:29]=1[CH3:43], predict the reaction product.